Dataset: Forward reaction prediction with 1.9M reactions from USPTO patents (1976-2016). Task: Predict the product of the given reaction. (1) Given the reactants [CH2:1]1[CH2:6][C@H:5]([C:7]([OH:9])=[O:8])[CH2:4][CH2:3][C@H:2]1[CH2:10][NH2:11].S(=O)(=O)(O)O.O.[C:18](OC(=O)C)(=[O:20])[CH3:19], predict the reaction product. The product is: [C:18]([NH:11][CH2:10][C@H:2]1[CH2:3][CH2:4][C@H:5]([C:7]([OH:9])=[O:8])[CH2:6][CH2:1]1)(=[O:20])[CH3:19]. (2) Given the reactants [C:1]1([C:7]2[S:11][C:10]([O:12][C@H:13]3[CH:20]4[CH2:21][N:16]5[CH2:17][CH:18]([CH2:22][CH:14]3[CH2:15]5)[CH2:19]4)=[N:9][N:8]=2)[CH:6]=[CH:5][CH:4]=[CH:3][CH:2]=1.[C:23]([OH:30])(=[O:29])/[CH:24]=[CH:25]/[C:26]([OH:28])=[O:27], predict the reaction product. The product is: [C:23]([OH:30])(=[O:29])/[CH:24]=[CH:25]/[C:26]([OH:28])=[O:27].[C:1]1([C:7]2[S:11][C:10]([O:12][C@H:13]3[CH:20]4[CH2:21][N:16]5[CH2:17][CH:18]([CH2:22][CH:14]3[CH2:15]5)[CH2:19]4)=[N:9][N:8]=2)[CH:2]=[CH:3][CH:4]=[CH:5][CH:6]=1. (3) Given the reactants Cl[CH2:2][CH2:3][CH2:4][N:5]1[C:14]2[C:9](=[CH:10][C:11]([CH3:15])=[CH:12][CH:13]=2)[CH2:8][CH2:7][C:6]1=[O:16].[CH2:17]([CH:21]1[CH2:26][CH2:25][NH:24][CH2:23][CH2:22]1)[CH2:18][CH2:19][CH3:20].C([O-])([O-])=O.[K+].[K+], predict the reaction product. The product is: [CH2:17]([CH:21]1[CH2:26][CH2:25][N:24]([CH2:2][CH2:3][CH2:4][N:5]2[C:14]3[C:9](=[CH:10][C:11]([CH3:15])=[CH:12][CH:13]=3)[CH2:8][CH2:7][C:6]2=[O:16])[CH2:23][CH2:22]1)[CH2:18][CH2:19][CH3:20]. (4) Given the reactants C([O:5][C:6](=[O:26])[CH:7]([C:16]1[CH:21]=[CH:20][C:19]([S:22]([CH3:25])(=[O:24])=[O:23])=[CH:18][CH:17]=1)[CH2:8][C:9]1[CH:14]=[CH:13][C:12]([F:15])=[CH:11][CH:10]=1)(C)(C)C.C(O)(C(F)(F)F)=O, predict the reaction product. The product is: [F:15][C:12]1[CH:11]=[CH:10][C:9]([CH2:8][CH:7]([C:16]2[CH:21]=[CH:20][C:19]([S:22]([CH3:25])(=[O:24])=[O:23])=[CH:18][CH:17]=2)[C:6]([OH:26])=[O:5])=[CH:14][CH:13]=1. (5) Given the reactants [CH3:1][O:2][C:3]1[CH:8]=[CH:7][C:6]([NH2:9])=[CH:5][CH:4]=1.[CH:10](I)([CH3:12])[CH3:11].C(N(CC)CC)C, predict the reaction product. The product is: [CH:10]([NH:9][C:6]1[CH:7]=[CH:8][C:3]([O:2][CH3:1])=[CH:4][CH:5]=1)([CH3:12])[CH3:11]. (6) Given the reactants [C:1]([O:9][CH2:10][O:11][C:12](=[O:41])[C:13]1[CH:18]=[CH:17][CH:16]=[C:15]([CH2:19][CH:20]([NH:34][C:35](=[O:38])[CH2:36][CH3:37])[B:21]2[O:29]C3C(C)(C4CC(C3)C4(C)C)[O:22]2)[C:14]=1OC)(=[O:8])[C:2]1[CH:7]=[CH:6][CH:5]=[CH:4][CH:3]=1.[Cl-].[Al+3].[Cl-].[Cl-], predict the reaction product. The product is: [C:1]([O:9][CH2:10][O:11][C:12]([C:13]1[C:14]2[O:22][B:21]([OH:29])[C@@H:20]([NH:34][C:35](=[O:38])[CH2:36][CH3:37])[CH2:19][C:15]=2[CH:16]=[CH:17][CH:18]=1)=[O:41])(=[O:8])[C:2]1[CH:7]=[CH:6][CH:5]=[CH:4][CH:3]=1. (7) The product is: [CH2:14]([O:25][C:26]1[CH:27]=[CH:31][CH:32]=[CH:33][C:1]=1[C:2]([Cl:4])=[O:3])[CH2:15][CH2:16]/[CH:17]=[CH:18]\[CH2:19][CH2:20][CH2:21][CH2:22][CH2:23][CH3:24]. Given the reactants [C:1](Cl)(=O)[C:2]([Cl:4])=[O:3].C1(C)C=CC=CC=1.[CH2:14]([O:25][C:26]1C=[CH:33][CH:32]=[CH:31][C:27]=1C(O)=O)[CH2:15][CH2:16]/[CH:17]=[CH:18]\[CH2:19][CH2:20][CH2:21][CH2:22][CH2:23][CH3:24], predict the reaction product. (8) Given the reactants C(O[C:6]([N:8]1[CH2:13][CH2:12][N:11](C2C(=O)N(CC(C)C)N=C(C3C=CC(C)=C(F)C=3)C=2C)[CH2:10][CH2:9]1)=O)(C)(C)C.[Cl:34][C:35]1[CH:40]=[CH:39][C:38]([CH2:41][CH2:42][N:43]2[C:48](=[O:49])[C:47]([CH2:50]OS(C)(=O)=O)=[CH:46][C:45]([C:56]3[CH:61]=[CH:60][C:59]([F:62])=[C:58]([CH3:63])[CH:57]=3)=[N:44]2)=[CH:37][CH:36]=1, predict the reaction product. The product is: [Cl:34][C:35]1[CH:40]=[CH:39][C:38]([CH2:41][CH2:42][N:43]2[C:48](=[O:49])[C:47]([CH2:50][N:11]3[CH2:12][CH2:13][N:8]([CH3:6])[CH2:9][CH2:10]3)=[CH:46][C:45]([C:56]3[CH:61]=[CH:60][C:59]([F:62])=[C:58]([CH3:63])[CH:57]=3)=[N:44]2)=[CH:37][CH:36]=1.